From a dataset of Full USPTO retrosynthesis dataset with 1.9M reactions from patents (1976-2016). Predict the reactants needed to synthesize the given product. (1) Given the product [Br:1][C:2]1[CH:7]=[C:6]([F:8])[C:5]([S:14]([CH3:18])(=[O:16])=[O:13])=[C:4]([F:11])[CH:3]=1, predict the reactants needed to synthesize it. The reactants are: [Br:1][C:2]1[CH:3]=[C:4]([F:11])[C:5](SC)=[C:6]([F:8])[CH:7]=1.O[O:13][S:14]([O-:16])=O.[K+].[CH3:18]O. (2) The reactants are: [C:1]([O:5][C:6]([N:8]1[CH2:12][CH2:11][CH2:10][C@@H:9]1[CH:13]=[CH2:14])=[O:7])([CH3:4])([CH3:3])[CH3:2].[H][H]. Given the product [CH2:13]([C@H:9]1[CH2:10][CH2:11][CH2:12][N:8]1[C:6]([O:5][C:1]([CH3:2])([CH3:4])[CH3:3])=[O:7])[CH3:14], predict the reactants needed to synthesize it. (3) The reactants are: Br[C:2]1[CH:10]=[C:9]([CH3:11])[CH:8]=[C:7]2[C:3]=1[CH:4]=[N:5][N:6]2[C:12]1[CH:13]=[C:14]([CH:18]=[CH:19][CH:20]=1)[C:15]([OH:17])=[O:16].Cl.C(O)(=O)C.[NH3:26]. Given the product [NH2:26][C:2]1[CH:10]=[C:9]([CH3:11])[CH:8]=[C:7]2[C:3]=1[CH:4]=[N:5][N:6]2[C:12]1[CH:13]=[C:14]([CH:18]=[CH:19][CH:20]=1)[C:15]([OH:17])=[O:16], predict the reactants needed to synthesize it. (4) Given the product [N+:12]([C:15]1[CH:16]=[C:17]([CH:18]=[CH:19][C:20]=1[N+:21]([O-:23])=[O:22])[O:24][C:2]1[C:11]2[C:6](=[CH:7][CH:8]=[CH:9][CH:10]=2)[N:5]=[CH:4][CH:3]=1)([O-:14])=[O:13], predict the reactants needed to synthesize it. The reactants are: Cl[C:2]1[C:11]2[C:6](=[CH:7][CH:8]=[CH:9][CH:10]=2)[N:5]=[CH:4][CH:3]=1.[N+:12]([C:15]1[CH:16]=[C:17]([OH:24])[CH:18]=[CH:19][C:20]=1[N+:21]([O-:23])=[O:22])([O-:14])=[O:13]. (5) The reactants are: [F:1][C:2]1[CH:7]=[CH:6][C:5]([N+:8]([O-])=O)=[CH:4][C:3]=1[N:11]1[CH:15]=[CH:14][N:13]=[CH:12]1.[Sn](Cl)Cl. Given the product [F:1][C:2]1[CH:7]=[CH:6][C:5]([NH2:8])=[CH:4][C:3]=1[N:11]1[CH:15]=[CH:14][N:13]=[CH:12]1, predict the reactants needed to synthesize it. (6) Given the product [CH2:1]([N:8]1[C:13](=[O:14])[C:12]2[C:15]([Cl:24])=[CH:16][C:17](=[O:20])[N:18]([CH3:19])[C:11]=2[N:10]=[CH:9]1)[C:2]1[CH:7]=[CH:6][CH:5]=[CH:4][CH:3]=1, predict the reactants needed to synthesize it. The reactants are: [CH2:1]([N:8]1[C:13](=[O:14])[C:12]2[C:15](O)=[CH:16][C:17](=[O:20])[N:18]([CH3:19])[C:11]=2[N:10]=[CH:9]1)[C:2]1[CH:7]=[CH:6][CH:5]=[CH:4][CH:3]=1.O=P(Cl)(Cl)[Cl:24]. (7) Given the product [CH:1]([O:4][C:5]([C:7]1[C:16]2[C:11](=[CH:12][CH:13]=[CH:14][CH:15]=2)[C:10]([C:20]([O:22][CH:23]([CH3:25])[CH3:24])=[O:21])=[CH:9][C:8]=1[Br:33])=[O:6])([CH3:3])[CH3:2], predict the reactants needed to synthesize it. The reactants are: [CH:1]([O:4][C:5]([C:7]1[C:16]2[C:11](=[C:12](C(C)C)[CH:13]=[CH:14][CH:15]=2)[C:10]([C:20]([O:22][CH:23]([CH3:25])[CH3:24])=[O:21])=[C:9](C(C)C)[C:8]=1[Si](C)(C)C)=[O:6])([CH3:3])[CH3:2].[Br:33]N1C(=O)CCC1=O. (8) The reactants are: CC1(C)C(C)(C)OB(C2C3[C:15]([C:16](B4OC(C)(C)C(C)(C)O4)=[C:17]4C=2C=[C:20]([C:23]2[CH:28]=[CH:27][CH:26]=CC=2)[CH:19]=[CH:18]4)=[CH:14][CH:13]=[CH:12][CH:11]=3)O1.Br[C:40]1[N:45]=[C:44]([C:46]2[CH:47]=[N:48][CH:49]=[CH:50][CH:51]=2)[CH:43]=[CH:42][CH:41]=1.[CH:65]1(P([CH:65]2[CH2:70][CH2:69][CH2:68][CH2:67][CH2:66]2)[CH:65]2[CH2:70][CH2:69][CH2:68][CH2:67][CH2:66]2)[CH2:70][CH2:69][CH2:68][CH2:67][CH2:66]1.P([O-])([O-])([O-])=O.[K+].[K+].[K+]. Given the product [N:45]1[C:40]([C:19]2[C:20]3[C:11]([C:12]([C:40]4[N:45]=[C:44]([C:46]5[CH:47]=[N:48][CH:49]=[CH:50][CH:51]=5)[CH:43]=[CH:42][CH:41]=4)=[C:13]4[C:18]=2[CH:17]=[C:16]([C:65]2[CH:66]=[CH:67][CH:68]=[CH:69][CH:70]=2)[CH:15]=[CH:14]4)=[CH:26][CH:27]=[CH:28][CH:23]=3)=[CH:41][CH:42]=[CH:43][C:44]=1[C:46]1[CH:47]=[N:48][CH:49]=[CH:50][CH:51]=1, predict the reactants needed to synthesize it. (9) Given the product [CH2:7]([N:14]1[CH2:19][CH2:18][C:17](=[CH2:1])[CH:16]([CH3:21])[CH2:15]1)[C:8]1[CH:13]=[CH:12][CH:11]=[CH:10][CH:9]=1, predict the reactants needed to synthesize it. The reactants are: [CH3:1]C([O-])(C)C.[K+].[CH2:7]([N:14]1[CH2:19][CH2:18][C:17](=O)[CH:16]([CH3:21])[CH2:15]1)[C:8]1[CH:13]=[CH:12][CH:11]=[CH:10][CH:9]=1.[NH4+].[Cl-]. (10) Given the product [NH:1]1[C:5]2[CH:6]=[CH:7][CH:8]=[CH:9][C:4]=2[N:3]=[C:2]1[CH2:10][N:11]([CH2:22][C:23]1[CH:28]=[CH:27][CH:26]=[CH:25][CH:24]=1)[CH:12]1[C:21]2[N:20]=[CH:19][CH:18]=[CH:17][C:16]=2[CH2:15][CH2:14][CH2:13]1, predict the reactants needed to synthesize it. The reactants are: [NH:1]1[C:5]2[CH:6]=[CH:7][CH:8]=[CH:9][C:4]=2[N:3]=[C:2]1[CH2:10][NH:11][CH:12]1[C:21]2[N:20]=[CH:19][CH:18]=[CH:17][C:16]=2[CH2:15][CH2:14][CH2:13]1.[CH:22](=O)[C:23]1[CH:28]=[CH:27][CH:26]=[CH:25][CH:24]=1.C(N(CC1N(CCC#N)C2C=CC=CC=2N=1)C1C2N=CC=CC=2CCC1)C.